Dataset: Reaction yield outcomes from USPTO patents with 853,638 reactions. Task: Predict the reaction yield, written as a fraction of the theoretical maximum amount of product (1.0 means a 100% yield; for example, 0.34 means a 34% yield). The reactants are [Si]([O:8][CH:9]([C:22]1[O:23][C:24]([C:27]2[C:28]([O:35][CH3:36])=[N:29][C:30]([O:33][CH3:34])=[N:31][CH:32]=2)=[CH:25][N:26]=1)[CH2:10][CH2:11][CH2:12][CH2:13][CH2:14][CH2:15][C:16]1[CH:21]=[CH:20][CH:19]=[CH:18][CH:17]=1)(C(C)(C)C)(C)C.[Si](OC(C1OC([Sn](CCCC)(CCCC)CCCC)=CN=1)CCCCCCC1C=CC=CC=1)(C(C)(C)C)(C)C.IC1C=NC(OC)=NC=1OC. No catalyst specified. The product is [CH3:34][O:33][C:30]1[N:29]=[C:28]([O:35][CH3:36])[C:27]([C:24]2[O:23][C:22]([C:9](=[O:8])[CH2:10][CH2:11][CH2:12][CH2:13][CH2:14][CH2:15][C:16]3[CH:17]=[CH:18][CH:19]=[CH:20][CH:21]=3)=[N:26][CH:25]=2)=[CH:32][N:31]=1. The yield is 0.830.